This data is from Reaction yield outcomes from USPTO patents with 853,638 reactions. The task is: Predict the reaction yield, written as a fraction of the theoretical maximum amount of product (1.0 means a 100% yield; for example, 0.34 means a 34% yield). (1) The reactants are [CH3:1][O:2][C:3]1[C:4]([O:28][CH3:29])=[CH:5][C:6]2[N:12]([CH3:13])[C:11](=[O:14])[CH2:10][N:9]=[C:8]([C:15]3[CH:20]=[CH:19][CH:18]=[C:17]([C:21]#[C:22][CH2:23][CH2:24][CH2:25][CH3:26])[CH:16]=3)[C:7]=2[CH:27]=1.C(Cl)Cl. The catalyst is CO.[Pd]. The product is [CH3:1][O:2][C:3]1[C:4]([O:28][CH3:29])=[CH:5][C:6]2[N:12]([CH3:13])[C:11](=[O:14])[CH2:10][N:9]=[C:8]([C:15]3[CH:20]=[CH:19][CH:18]=[C:17]([CH2:21][CH2:22][CH2:23][CH2:24][CH2:25][CH3:26])[CH:16]=3)[C:7]=2[CH:27]=1. The yield is 0.650. (2) The reactants are [CH3:1][C:2]1[CH:7]=[C:6](B2OC(C)(C)C(C)(C)O2)[CH:5]=[C:4]([NH2:17])[C:3]=1[NH2:18].Br[C:20]1[N:25]=[C:24]2[N:26]([CH2:31][CH:32]3[CH2:37][CH2:36][O:35][CH2:34][CH2:33]3)[C:27](=[O:30])[CH2:28][NH:29][C:23]2=[N:22][CH:21]=1.ClCCl.C(=O)([O-])[O-].[Na+].[Na+]. The catalyst is C1C=CC(P(C2C=CC=CC=2)[C-]2C=CC=C2)=CC=1.C1C=CC(P(C2C=CC=CC=2)[C-]2C=CC=C2)=CC=1.Cl[Pd]Cl.[Fe+2].C(O)(C)C.O1CCOCC1. The product is [NH2:17][C:4]1[CH:5]=[C:6]([C:20]2[N:25]=[C:24]3[N:26]([CH2:31][CH:32]4[CH2:37][CH2:36][O:35][CH2:34][CH2:33]4)[C:27](=[O:30])[CH2:28][NH:29][C:23]3=[N:22][CH:21]=2)[CH:7]=[C:2]([CH3:1])[C:3]=1[NH2:18]. The yield is 0.990. (3) The reactants are [Cl:1][C:2]1[CH:7]=[CH:6][C:5]([C:8]2[N:9]([CH2:23][C@H:24]([OH:29])[C:25]([F:28])([F:27])[F:26])[C:10](=[O:22])[N:11]([CH2:13][C:14]3[N:18]=[C:17]([CH:19]([OH:21])[CH3:20])[NH:16][N:15]=3)[N:12]=2)=[CH:4][CH:3]=1.[Cl:30][C:31]1[CH:36]=[CH:35][CH:34]=[CH:33][C:32]=1B(O)O.B(O)O. The catalyst is N1C=CC=CC=1.C([O-])(=O)C.[Cu+2].C([O-])(=O)C. The product is [Cl:1][C:2]1[CH:3]=[CH:4][C:5]([C:8]2[N:9]([CH2:23][C@H:24]([OH:29])[C:25]([F:26])([F:28])[F:27])[C:10](=[O:22])[N:11]([CH2:13][C:14]3[N:18]=[C:17]([CH:19]([OH:21])[CH3:20])[N:16]([C:32]4[CH:33]=[CH:34][CH:35]=[CH:36][C:31]=4[Cl:30])[N:15]=3)[N:12]=2)=[CH:6][CH:7]=1. The yield is 0.950. (4) The reactants are [C:1]([CH2:3][C:4]([O:6][CH3:7])=[O:5])#[N:2].[CH3:8][C:9]1([CH3:16])[O:13][CH:12](CO)[CH2:11][O:10]1. The catalyst is CN(C1C=CN=CC=1)C. The product is [C:1]([CH2:3][C:4]([O:6][CH2:7][CH:11]1[CH2:12][O:13][C:9]([CH3:16])([CH3:8])[O:10]1)=[O:5])#[N:2]. The yield is 0.230. (5) The reactants are [CH3:1][O:2][CH2:3][C:4]([OH:6])=O.[NH2:7][CH2:8][CH2:9][O:10][C:11]1[CH:20]=[CH:19][CH:18]=[C:17]2[C:12]=1[C:13]([NH:21][C:22]1[CH:27]=[CH:26][C:25]([O:28][CH2:29][C:30]3[CH:35]=[CH:34][CH:33]=[CH:32][N:31]=3)=[C:24]([Cl:36])[CH:23]=1)=[N:14][CH:15]=[N:16]2. No catalyst specified. The product is [Cl:36][C:24]1[CH:23]=[C:22]([NH:21][C:13]2[C:12]3[C:17](=[CH:18][CH:19]=[CH:20][C:11]=3[O:10][CH2:9][CH2:8][NH:7][C:4](=[O:6])[CH2:3][O:2][CH3:1])[N:16]=[CH:15][N:14]=2)[CH:27]=[CH:26][C:25]=1[O:28][CH2:29][C:30]1[CH:35]=[CH:34][CH:33]=[CH:32][N:31]=1. The yield is 0.500. (6) The reactants are [F:1][C:2]1([F:26])[CH2:8][N:7]([C:9]2[N:13]([CH3:14])[N:12]=[CH:11][C:10]=2[N+:15]([O-:17])=[O:16])[CH2:6][CH2:5][CH:4]([NH:18][C:19](=[O:25])[O:20][C:21]([CH3:24])([CH3:23])[CH3:22])[CH2:3]1.[CH3:27][Si](C)(C)[N-][Si](C)(C)C.[Li+].IC.O. The catalyst is C1COCC1. The product is [F:26][C:2]1([F:1])[CH2:8][N:7]([C:9]2[N:13]([CH3:14])[N:12]=[CH:11][C:10]=2[N+:15]([O-:17])=[O:16])[CH2:6][CH2:5][CH:4]([N:18]([CH3:27])[C:19](=[O:25])[O:20][C:21]([CH3:23])([CH3:22])[CH3:24])[CH2:3]1. The yield is 0.900. (7) The reactants are [NH:1]1[C:9]2[C:4](=[CH:5][CH:6]=[CH:7][CH:8]=2)[CH2:3][C:2]1=[O:10].[CH3:11][C:12]1[CH:16]=[CH:15][S:14][C:13]=1[CH:17]=O. The catalyst is N1CCCCC1.C(O)C. The product is [CH3:11][C:12]1[CH:16]=[CH:15][S:14][C:13]=1[CH:17]=[C:3]1[C:4]2[C:9](=[CH:8][CH:7]=[CH:6][CH:5]=2)[NH:1][C:2]1=[O:10]. The yield is 0.650. (8) The reactants are [C:1]([C:3]1[CH:4]=[C:5]([S:20](Cl)(=[O:22])=[O:21])[CH:6]=[C:7]([F:19])[C:8]=1[O:9][C:10]1[CH:15]=[CH:14][C:13]([C:16]#[N:17])=[C:12](F)[CH:11]=1)#[N:2].[F:24][C:25]1[CH:26]=[CH:27][C:28]([NH2:31])=[N:29][CH:30]=1.N1C=CC=CC=1.C(Cl)[Cl:39]. The catalyst is O. The product is [Cl:39][C:12]1[CH:11]=[C:10]([CH:15]=[CH:14][C:13]=1[C:16]#[N:17])[O:9][C:8]1[C:7]([F:19])=[CH:6][C:5]([S:20]([NH:31][C:28]2[CH:27]=[CH:26][C:25]([F:24])=[CH:30][N:29]=2)(=[O:22])=[O:21])=[CH:4][C:3]=1[C:1]#[N:2]. The yield is 0.310. (9) The reactants are [NH2:1][CH2:2][CH:3]([C:5]1[CH:10]=[CH:9][CH:8]=[CH:7][CH:6]=1)[OH:4].C(O)(=O)C.[Si:15]([O:22][CH2:23][CH:24]=O)([C:18]([CH3:21])([CH3:20])[CH3:19])([CH3:17])[CH3:16].C([BH3-])#N.[Na+]. The catalyst is ClCCCl.ClCCl. The product is [Si:15]([O:22][CH2:23][CH2:24][NH:1][CH2:2][CH:3]([C:5]1[CH:10]=[CH:9][CH:8]=[CH:7][CH:6]=1)[OH:4])([C:18]([CH3:21])([CH3:20])[CH3:19])([CH3:17])[CH3:16]. The yield is 0.370.